Dataset: Forward reaction prediction with 1.9M reactions from USPTO patents (1976-2016). Task: Predict the product of the given reaction. Given the reactants C(Cl)(=O)C(Cl)=O.CS(C)=O.[C:11]1([C:17]([C:35]2[CH:40]=[CH:39][CH:38]=[CH:37][CH:36]=2)([C:29]2[CH:34]=[CH:33][CH:32]=[CH:31][CH:30]=2)[N:18]2[CH:22]=[C:21]([CH:23]3[CH:25]([CH3:26])[CH:24]3[CH2:27][OH:28])[N:20]=[CH:19]2)[CH:16]=[CH:15][CH:14]=[CH:13][CH:12]=1.[Cl-].[NH4+], predict the reaction product. The product is: [C:35]1([C:17]([C:11]2[CH:16]=[CH:15][CH:14]=[CH:13][CH:12]=2)([C:29]2[CH:30]=[CH:31][CH:32]=[CH:33][CH:34]=2)[N:18]2[CH:22]=[C:21]([CH:23]3[CH:25]([CH3:26])[CH:24]3[CH:27]=[O:28])[N:20]=[CH:19]2)[CH:40]=[CH:39][CH:38]=[CH:37][CH:36]=1.